From a dataset of Peptide-MHC class I binding affinity with 185,985 pairs from IEDB/IMGT. Regression. Given a peptide amino acid sequence and an MHC pseudo amino acid sequence, predict their binding affinity value. This is MHC class I binding data. (1) The peptide sequence is KIGEVIGPK. The MHC is HLA-B07:02 with pseudo-sequence HLA-B07:02. The binding affinity (normalized) is 0.0847. (2) The peptide sequence is NLFDWMHFL. The binding affinity (normalized) is 0.0847. The MHC is HLA-A25:01 with pseudo-sequence HLA-A25:01. (3) The peptide sequence is WSMGKEAPQF. The MHC is Mamu-B08 with pseudo-sequence Mamu-B08. The binding affinity (normalized) is 0. (4) The peptide sequence is RSLFNTVAVLY. The MHC is HLA-A30:01 with pseudo-sequence HLA-A30:01. The binding affinity (normalized) is 0.261. (5) The peptide sequence is KSINKVYGK. The MHC is HLA-B15:01 with pseudo-sequence HLA-B15:01. The binding affinity (normalized) is 0.221. (6) The peptide sequence is VMNNLSELTA. The MHC is HLA-A02:01 with pseudo-sequence HLA-A02:01. The binding affinity (normalized) is 0.435. (7) The peptide sequence is KTKDYVNGL. The MHC is HLA-B42:01 with pseudo-sequence HLA-B42:01. The binding affinity (normalized) is 0.477. (8) The peptide sequence is FTLMAAILAY. The MHC is HLA-B15:01 with pseudo-sequence HLA-B15:01. The binding affinity (normalized) is 0.868. (9) The peptide sequence is HIKVDHPDK. The MHC is HLA-A03:01 with pseudo-sequence HLA-A03:01. The binding affinity (normalized) is 0.210. (10) The peptide sequence is HSGFIYFGK. The MHC is HLA-B57:01 with pseudo-sequence HLA-B57:01. The binding affinity (normalized) is 0.0847.